The task is: Predict the product of the given reaction.. This data is from Forward reaction prediction with 1.9M reactions from USPTO patents (1976-2016). (1) Given the reactants [NH:1]1[C:5]2[CH:6]=[CH:7][CH:8]=[CH:9][C:4]=2[N:3]=[C:2]1[CH:10]([NH2:20])[CH2:11][C:12]1[CH:17]=[CH:16][C:15]([O:18][CH3:19])=[CH:14][CH:13]=1.[O:21]1[CH2:26][CH2:25][CH:24]([NH2:27])[CH2:23][CH2:22]1.[C:28](O)(C(F)(F)F)=[O:29], predict the reaction product. The product is: [NH:1]1[C:5]2[CH:6]=[CH:7][CH:8]=[CH:9][C:4]=2[N:3]=[C:2]1[CH:10]([NH:20][C:28]([NH:27][CH:24]1[CH2:25][CH2:26][O:21][CH2:22][CH2:23]1)=[O:29])[CH2:11][C:12]1[CH:17]=[CH:16][C:15]([O:18][CH3:19])=[CH:14][CH:13]=1. (2) Given the reactants C[O:2][C:3]([CH:5]1[CH2:12][CH2:11][CH2:10][CH2:9][C:8]2[CH:13]=[CH:14][CH:15]=[CH:16][C:7]=2[C:6]1=O)=O.Cl.[NH2:19][C:20]([NH2:22])=[NH:21].C([O-])([O-])=O.[K+].[K+], predict the reaction product. The product is: [NH2:22][C:20]1[N:21]=[C:3]([OH:2])[C:5]2[CH2:12][CH2:11][CH2:10][CH2:9][C:8]3[CH:13]=[CH:14][CH:15]=[CH:16][C:7]=3[C:6]=2[N:19]=1. (3) Given the reactants [N:1]1[CH:6]=[CH:5][CH:4]=[CH:3][C:2]=1CCCO.[C:11]([O:14][C:15](=O)[CH3:16])(=[O:13])[CH3:12].N1C=CC=C[CH:19]=1, predict the reaction product. The product is: [C:11]([O:14][CH2:15][CH2:16][CH2:19][C:5]1[CH:6]=[N:1][CH:2]=[CH:3][CH:4]=1)(=[O:13])[CH3:12]. (4) Given the reactants ClC1C=CC=CC=1NC(=O)NC1C=CC(C2C=C3C(CN([C@@H](C(C)C)C(O)=O)C3=O)=CC=2)=NC=1.[F:35][C:36]1[CH:37]=[C:38]([NH:43][C:44](=[O:71])[NH:45][C:46]2[CH:51]=[CH:50][C:49]([C:52]3[CH:60]=[C:59]4[C:55]([CH2:56][N:57]([C@@H:62]([CH:67]([CH3:69])[CH3:68])[C:63]([O:65]C)=[O:64])[C:58]4=[O:61])=[CH:54][CH:53]=3)=[CH:48][C:47]=2[F:70])[CH:39]=[CH:40][C:41]=1[F:42], predict the reaction product. The product is: [F:35][C:36]1[CH:37]=[C:38]([NH:43][C:44](=[O:71])[NH:45][C:46]2[CH:51]=[CH:50][C:49]([C:52]3[CH:60]=[C:59]4[C:55]([CH2:56][N:57]([C@@H:62]([CH:67]([CH3:69])[CH3:68])[C:63]([OH:65])=[O:64])[C:58]4=[O:61])=[CH:54][CH:53]=3)=[CH:48][C:47]=2[F:70])[CH:39]=[CH:40][C:41]=1[F:42]. (5) Given the reactants [C:1]1([CH2:7][N:8]([CH2:16][C@@H:17]2[CH2:22][CH2:21][NH:20][CH2:19][C@H:18]2[OH:23])[CH2:9][C:10]2[CH:15]=[CH:14][CH:13]=[CH:12][CH:11]=2)[CH:6]=[CH:5][CH:4]=[CH:3][CH:2]=1.S1[CH:28]=[CH:27][CH:26]=[CH:25]1.[H][H], predict the reaction product. The product is: [C:1]1([CH2:7][N:8]([CH2:16][C@@H:17]2[CH2:22][CH2:21][N:20]([CH2:25][CH2:26][CH2:27][CH3:28])[CH2:19][C@H:18]2[OH:23])[CH2:9][C:10]2[CH:15]=[CH:14][CH:13]=[CH:12][CH:11]=2)[CH:6]=[CH:5][CH:4]=[CH:3][CH:2]=1. (6) Given the reactants C(OC(=O)[NH:7][C:8]1[CH:13]=[CH:12][C:11]([C:14]2[CH:19]=[CH:18][C:17]([F:20])=[CH:16][CH:15]=2)=[CH:10][C:9]=1[NH:21][C:22](=[O:37])[CH2:23][C:24]([C:26]1[N:27]=[C:28]([N:31]2[CH:35]=[C:34]([CH3:36])[N:33]=[CH:32]2)[S:29][CH:30]=1)=O)(C)(C)C.C(O)(C(F)(F)F)=O, predict the reaction product. The product is: [F:20][C:17]1[CH:18]=[CH:19][C:14]([C:11]2[CH:12]=[CH:13][C:8]3[N:7]=[C:24]([C:26]4[N:27]=[C:28]([N:31]5[CH:35]=[C:34]([CH3:36])[N:33]=[CH:32]5)[S:29][CH:30]=4)[CH2:23][C:22](=[O:37])[NH:21][C:9]=3[CH:10]=2)=[CH:15][CH:16]=1. (7) Given the reactants [C:1]([O:5][C:6](=[O:15])[NH:7][C:8]1[CH:13]=[CH:12][CH:11]=[C:10]([SH:14])[CH:9]=1)([CH3:4])([CH3:3])[CH3:2].Br[C:17]1[CH:18]=[C:19]([CH:22]=[CH:23][CH:24]=1)[C:20]#[N:21].CC1(C)C2C(=C(P(C3C=CC=CC=3)C3C=CC=CC=3)C=CC=2)OC2C(P(C3C=CC=CC=3)C3C=CC=CC=3)=CC=CC1=2.CCN(C(C)C)C(C)C, predict the reaction product. The product is: [C:20]([C:19]1[CH:18]=[C:17]([S:14][C:10]2[CH:9]=[C:8]([NH:7][C:6](=[O:15])[O:5][C:1]([CH3:4])([CH3:2])[CH3:3])[CH:13]=[CH:12][CH:11]=2)[CH:24]=[CH:23][CH:22]=1)#[N:21]. (8) The product is: [CH:30]([C:20]1[N:19]([NH:18][C:9](=[O:11])[CH:2]([C:3]2[CH:4]=[CH:5][CH:6]=[CH:7][CH:8]=2)[CH3:1])[C:28](=[O:29])[C:27]2[C:22](=[CH:23][CH:24]=[CH:25][CH:26]=2)[N:21]=1)([CH3:32])[CH3:31]. Given the reactants [CH3:1][CH:2]([C:9]([OH:11])=O)[C:3]1[CH:8]=[CH:7][CH:6]=[CH:5][CH:4]=1.N1C=CC=CC=1.[NH2:18][N:19]1[C:28](=[O:29])[C:27]2[C:22](=[CH:23][CH:24]=[CH:25][CH:26]=2)[N:21]=[C:20]1[CH:30]([CH3:32])[CH3:31].C([O-])(O)=O.[Na+], predict the reaction product. (9) Given the reactants [C:1]([O:4][CH2:5][C:6]1[C:7]([N:13]2[CH2:26][CH2:25][N:16]3[C:17]4[CH2:18][CH2:19][CH2:20][CH2:21][C:22]=4[C:23]([F:24])=[C:15]3[C:14]2=[O:27])=[N:8][CH:9]=[CH:10][C:11]=1Cl)(=[O:3])[CH3:2].[B:28]1(B2OC(C)(C)C(C)(C)O2)[O:32]C(C)(C)C(C)(C)[O:29]1.CC(C1C=C(C(C)C)C(C2C=CC=CC=2P(C2CCCCC2)C2CCCCC2)=C(C(C)C)C=1)C.C([O-])(=O)C.[K+], predict the reaction product. The product is: [C:1]([O:4][CH2:5][C:6]1[C:7]([N:13]2[CH2:26][CH2:25][N:16]3[C:17]4[CH2:18][CH2:19][CH2:20][CH2:21][C:22]=4[C:23]([F:24])=[C:15]3[C:14]2=[O:27])=[N:8][CH:9]=[CH:10][C:11]=1[B:28]([OH:32])[OH:29])(=[O:3])[CH3:2].